This data is from Forward reaction prediction with 1.9M reactions from USPTO patents (1976-2016). The task is: Predict the product of the given reaction. (1) The product is: [CH3:20][C:15]1([CH3:19])[CH2:14][CH2:13][C:12]2[N:11]([C:21]3[CH:26]=[CH:25][CH:24]=[C:23]([C:27]([F:28])([F:29])[F:30])[CH:22]=3)[C:10](=[O:31])[NH:9][CH:8]([C:5]3[CH:4]=[CH:3][C:2]([C:33]#[N:34])=[CH:7][CH:6]=3)[C:17]=2[C:16]1=[O:18]. Given the reactants Br[C:2]1[CH:7]=[CH:6][C:5]([CH:8]2[C:17]3[C:16](=[O:18])[C:15]([CH3:20])([CH3:19])[CH2:14][CH2:13][C:12]=3[N:11]([C:21]3[CH:26]=[CH:25][CH:24]=[C:23]([C:27]([F:30])([F:29])[F:28])[CH:22]=3)[C:10](=[O:31])[NH:9]2)=[CH:4][CH:3]=1.O.[CH3:33][N:34](C)C=O, predict the reaction product. (2) Given the reactants [Se-2:1].[Na+].[Na+].Cl[C:5]1[CH2:10][CH2:9][CH2:8][CH2:7][C:6]=1[C:11]#[N:12].Cl[CH2:14][C:15]([O:17][CH2:18][CH3:19])=[O:16].C[O-].[Na+], predict the reaction product. The product is: [NH2:12][C:11]1[C:6]2[CH2:7][CH2:8][CH2:9][CH2:10][C:5]=2[Se:1][C:14]=1[C:15]([O:17][CH2:18][CH3:19])=[O:16]. (3) Given the reactants [Br:1][C:2]1[CH:3]=[C:4]([N+:10]([O-])=O)[C:5]([NH:8][CH3:9])=[N:6][CH:7]=1.O.O.[Sn](Cl)Cl, predict the reaction product. The product is: [Br:1][C:2]1[CH:3]=[C:4]([NH2:10])[C:5]([NH:8][CH3:9])=[N:6][CH:7]=1. (4) Given the reactants [H-].[Na+].[C:3](=O)([O:7]CC)[O:4][CH2:5][CH3:6].[C:11]([C:14]1[CH:15]=[C:16]([CH2:22][CH:23]([CH2:29][CH3:30])[C:24]([O:26][CH2:27][CH3:28])=[O:25])[CH:17]=[CH:18][C:19]=1[O:20][CH3:21])(=[O:13])[CH3:12].Cl, predict the reaction product. The product is: [CH2:5]([O:4][C:3]([CH2:12][C:11]([C:14]1[CH:15]=[C:16]([CH2:22][CH:23]([CH2:29][CH3:30])[C:24]([O:26][CH2:27][CH3:28])=[O:25])[CH:17]=[CH:18][C:19]=1[O:20][CH3:21])=[O:13])=[O:7])[CH3:6]. (5) Given the reactants [CH2:1]([O:8][N:9]1[C:15](=[O:16])[N:14]2[CH2:17][C@H:10]1[CH2:11][CH2:12][C@H:13]2[C:18]([OH:20])=O)[C:2]1[CH:7]=[CH:6][CH:5]=[CH:4][CH:3]=1.ClC(OCC(C)C)=O.C(N(CC)CC)C.[C:36]([NH:44][NH2:45])(=[O:43])[C:37]1[CH:42]=[CH:41][CH:40]=[N:39][CH:38]=1, predict the reaction product. The product is: [CH2:1]([O:8][N:9]1[C:15](=[O:16])[N:14]2[CH2:17][C@H:10]1[CH2:11][CH2:12][C@H:13]2[C:18]([NH:45][NH:44][C:36]([C:37]1[CH:38]=[N:39][CH:40]=[CH:41][CH:42]=1)=[O:43])=[O:20])[C:2]1[CH:3]=[CH:4][CH:5]=[CH:6][CH:7]=1. (6) Given the reactants [C:1](#N)C.Cl.[CH3:5][O:6][NH2:7].[CH2:8]([N:15]([CH:24]1[CH2:28][CH2:27][O:26][CH:25]1O)[C:16](=[O:23])[C:17]1[CH:22]=[CH:21][CH:20]=[CH:19][CH:18]=1)[C:9]1[CH:14]=[CH:13][CH:12]=[CH:11][CH:10]=1, predict the reaction product. The product is: [CH2:8]([N:15]([CH:24]([CH2:28][CH2:27][OH:26])[CH:25]=[N:7][O:6][CH3:5])[C:16](=[O:23])[C:17]1[CH:22]=[CH:21][C:20]([CH3:1])=[CH:19][CH:18]=1)[C:9]1[CH:14]=[CH:13][CH:12]=[CH:11][CH:10]=1. (7) Given the reactants [BH4-].[Na+].[CH2:3]([O:5][C:6](=[O:31])[C:7]([CH3:30])([CH3:29])[C:8]([C:10]1[CH:15]=[CH:14][C:13]([O:16][CH2:17][C:18]2[C:27]3[C:22](=[CH:23][CH:24]=[CH:25][CH:26]=3)[N:21]=[C:20]([CH3:28])[CH:19]=2)=[CH:12][CH:11]=1)=[O:9])[CH3:4], predict the reaction product. The product is: [CH2:3]([O:5][C:6](=[O:31])[C:7]([CH3:30])([CH3:29])[CH:8]([OH:9])[C:10]1[CH:15]=[CH:14][C:13]([O:16][CH2:17][C:18]2[C:27]3[C:22](=[CH:23][CH:24]=[CH:25][CH:26]=3)[N:21]=[C:20]([CH3:28])[CH:19]=2)=[CH:12][CH:11]=1)[CH3:4].